Dataset: NCI-60 drug combinations with 297,098 pairs across 59 cell lines. Task: Regression. Given two drug SMILES strings and cell line genomic features, predict the synergy score measuring deviation from expected non-interaction effect. Drug 1: C1=NC2=C(N1)C(=S)N=C(N2)N. Drug 2: C(=O)(N)NO. Cell line: MDA-MB-231. Synergy scores: CSS=16.6, Synergy_ZIP=-9.41, Synergy_Bliss=-7.85, Synergy_Loewe=-16.1, Synergy_HSA=-6.59.